From a dataset of Catalyst prediction with 721,799 reactions and 888 catalyst types from USPTO. Predict which catalyst facilitates the given reaction. (1) Reactant: Br[C:2]1[CH:7]=[CH:6][C:5]([CH3:8])=[C:4]([N+:9]([O-:11])=[O:10])[CH:3]=1.[CH3:12][C:13]1[CH:14]=[N:15][NH:16][CH:17]=1.C([O-])([O-])=O.[Cs+].[Cs+].C(=NO)C1C(=CC=CC=1)O. Product: [CH3:12][C:13]1[CH:14]=[N:15][N:16]([C:2]2[CH:7]=[CH:6][C:5]([CH3:8])=[C:4]([N+:9]([O-:11])=[O:10])[CH:3]=2)[CH:17]=1. The catalyst class is: 545. (2) Product: [CH3:16][O:15][C:11]1[CH:10]=[C:9]([C@H:8]2[C@H:6]([C:4]([OH:5])=[O:3])[C:7]2([CH3:18])[CH3:17])[CH:14]=[CH:13][CH:12]=1. The catalyst class is: 6. Reactant: C([O:3][C:4]([C@H:6]1[C@H:8]([C:9]2[CH:14]=[CH:13][CH:12]=[C:11]([O:15][CH3:16])[CH:10]=2)[C:7]1([CH3:18])[CH3:17])=[O:5])C.CCO.[OH-].[Na+]. (3) Reactant: Br[C:2]1[S:3][CH:4]=[CH:5][N:6]=1.[NH:7]1[CH2:12][CH2:11][NH:10][CH2:9][CH2:8]1. Product: [S:3]1[CH:4]=[CH:5][N:6]=[C:2]1[N:7]1[CH2:12][CH2:11][NH:10][CH2:9][CH2:8]1. The catalyst class is: 51. (4) Reactant: [C:1]([O:5][C:6](=[O:20])[NH:7][C:8]1[CH:13]=[C:12]([Cl:14])[C:11]([O:15][CH2:16][CH2:17][OH:18])=[C:10]([Cl:19])[CH:9]=1)([CH3:4])([CH3:3])[CH3:2].[C:21](OC(=O)C)(=[O:23])[CH3:22]. Product: [C:1]([O:5][C:6]([NH:7][C:8]1[CH:13]=[C:12]([Cl:14])[C:11]([O:15][CH2:16][CH2:17][O:18][C:21](=[O:23])[CH3:22])=[C:10]([Cl:19])[CH:9]=1)=[O:20])([CH3:4])([CH3:2])[CH3:3]. The catalyst class is: 17.